From a dataset of Reaction yield outcomes from USPTO patents with 853,638 reactions. Predict the reaction yield, written as a fraction of the theoretical maximum amount of product (1.0 means a 100% yield; for example, 0.34 means a 34% yield). (1) The reactants are [C:1](OC(=O)C)(=[O:3])[CH3:2].[I:8][C:9]1[C:14]2[O:15][CH2:16][O:17][C:13]=2[C:12]([NH2:18])=[CH:11][CH:10]=1.O. The catalyst is C(O)(=O)C. The product is [I:8][C:9]1[C:14]2[O:15][CH2:16][O:17][C:13]=2[C:12]([NH:18][C:1](=[O:3])[CH3:2])=[CH:11][CH:10]=1. The yield is 0.926. (2) The catalyst is CCOC(C)=O. The reactants are [OH:1][CH:2]([CH2:6][CH:7]([CH3:9])[CH3:8])[C:3]([OH:5])=[O:4].O1[B:15]([C@@H:16]([NH:21][C:22](=[O:35])[CH2:23][NH:24][C:25](=[O:34])[C:26]2[CH:31]=[C:30]([Cl:32])[CH:29]=[CH:28][C:27]=2[Cl:33])[CH2:17][CH:18]([CH3:20])[CH3:19])O[B:15]([C@@H:16]([NH:21][C:22](=[O:35])[CH2:23][NH:24][C:25](=[O:34])[C:26]2[CH:31]=[C:30]([Cl:32])[CH:29]=[CH:28][C:27]=2[Cl:33])[CH2:17][CH:18]([CH3:20])[CH3:19])O[B:15]1[C@@H:16]([NH:21][C:22](=[O:35])[CH2:23][NH:24][C:25](=[O:34])[C:26]1[CH:31]=[C:30]([Cl:32])[CH:29]=[CH:28][C:27]=1[Cl:33])[CH2:17][CH:18]([CH3:20])[CH3:19]. The product is [Cl:33][C:27]1[CH:28]=[CH:29][C:30]([Cl:32])=[CH:31][C:26]=1[C:25]([NH:24][CH2:23][C:22]([NH:21][C@H:16]([B:15]1[O:1][C@@H:2]([CH2:6][CH:7]([CH3:9])[CH3:8])[C:3](=[O:5])[O:4]1)[CH2:17][CH:18]([CH3:20])[CH3:19])=[O:35])=[O:34]. The yield is 0.950. (3) The reactants are C1N=CN(C(N2C=NC=C2)=O)C=1.[F:13][C:14]1([F:21])[CH2:17][CH:16]([C:18]([OH:20])=O)[CH2:15]1.O/[N:23]=[C:24](/[C:26]1[CH:27]=[CH:28][C:29]([CH3:40])=[C:30]([NH:32][C:33](=[O:39])[O:34][C:35]([CH3:38])([CH3:37])[CH3:36])[CH:31]=1)\[NH2:25]. The catalyst is CN1C(=O)CCC1. The product is [F:21][C:14]1([F:13])[CH2:15][CH:16]([C:18]2[O:20][N:23]=[C:24]([C:26]3[CH:27]=[CH:28][C:29]([CH3:40])=[C:30]([NH:32][C:33](=[O:39])[O:34][C:35]([CH3:36])([CH3:37])[CH3:38])[CH:31]=3)[N:25]=2)[CH2:17]1. The yield is 0.450. (4) The reactants are [CH3:1][O:2][C:3]1[C:11]2[O:10][C:9]([CH3:13])([CH3:12])[CH2:8][C:7]=2[CH:6]=[C:5]([C:14]([CH3:26])([CH3:25])[CH2:15][NH:16][C:17](=O)[C:18]2[CH:23]=[CH:22][CH:21]=[CH:20][CH:19]=2)[CH:4]=1.P(Cl)(Cl)(Cl)=O.C(=O)([O-])[O-].[Na+].[Na+]. No catalyst specified. The product is [CH3:1][O:2][C:3]1[CH:4]=[C:5]2[C:6](=[C:7]3[CH2:8][C:9]([CH3:13])([CH3:12])[O:10][C:11]=13)[C:17]([C:18]1[CH:23]=[CH:22][CH:21]=[CH:20][CH:19]=1)=[N:16][CH2:15][C:14]2([CH3:26])[CH3:25]. The yield is 0.680.